Predict the reactants needed to synthesize the given product. From a dataset of Full USPTO retrosynthesis dataset with 1.9M reactions from patents (1976-2016). Given the product [C:1]12[CH2:9][CH:5]([C:6]1([CH3:8])[CH3:7])[CH2:4][CH:3]([C:10]1([CH:20]3[CH2:25][CH:24]4[CH2:26][C:22]([C:23]4([CH3:28])[CH3:27])=[C:21]3[CH3:29])[CH2:15][CH:14]3[CH2:16][C:12]([C:13]3([CH3:17])[CH3:18])=[C:11]1[CH3:19])[C:2]=2[CH3:37], predict the reactants needed to synthesize it. The reactants are: [C:1]12[CH2:9][CH:5]([C:6]1([CH3:8])[CH3:7])[CH2:4][C:3](C1=CC(OC1=O)=O)([C:10]1([CH:20]3[CH2:25][CH:24]4[CH2:26][C:22]([C:23]4([CH3:28])[CH3:27])=[C:21]3[CH3:29])[CH2:15][CH:14]3[CH2:16][C:12]([C:13]3([CH3:18])[CH3:17])=[C:11]1[CH3:19])[C:2]=2[CH3:37].C1C=CC(/C=C/CO[C@@H]2O[C@H](CO)[C@@H](O)[C@H](O)[C@H]2O)=CC=1.CCCCCCCCCC/C=C/C1C(=O)OC(=O)C1.C1(C=CC(O)=CC=1)O.